From a dataset of Forward reaction prediction with 1.9M reactions from USPTO patents (1976-2016). Predict the product of the given reaction. (1) Given the reactants [CH:1]1([CH2:7][N:8]2[C:12]([CH3:13])=[C:11]([C:14]([O:16][CH2:17][CH3:18])=[O:15])[N:10]=[CH:9]2)[CH2:6][CH2:5][CH2:4][CH2:3][CH2:2]1.C1C(=O)N([Br:26])C(=O)C1, predict the reaction product. The product is: [Br:26][C:9]1[N:8]([CH2:7][CH:1]2[CH2:2][CH2:3][CH2:4][CH2:5][CH2:6]2)[C:12]([CH3:13])=[C:11]([C:14]([O:16][CH2:17][CH3:18])=[O:15])[N:10]=1. (2) The product is: [C:24]([O:23][C:21]([NH:20][C@H:15]1[C@@H:16]([CH2:18][F:19])[CH2:17][N:13]([C:9]2[C:8]([CH3:28])=[C:7]3[C:6]([C:5](=[O:30])[C:59]([C:61]([O:63][CH2:49][CH3:50])=[O:62])=[CH:58][N:43]3[C@@H:41]3[CH2:42][C@@H:40]3[F:39])=[CH:11][C:10]=2[F:12])[CH2:14]1)=[O:22])([CH3:26])([CH3:25])[CH3:27]. Given the reactants C(O[C:5](=[O:30])[C:6]1[CH:11]=[C:10]([F:12])[C:9]([N:13]2[CH2:17][C@H:16]([CH2:18][F:19])[C@H:15]([NH:20][C:21]([O:23][C:24]([CH3:27])([CH3:26])[CH3:25])=[O:22])[CH2:14]2)=[C:8]([CH3:28])[C:7]=1F)(=O)C.COC(OC)N(C)C.[F:39][C@H:40]1[CH2:42][C@H:41]1[NH2:43].C(N([CH2:49][CH3:50])CC)C.C(=O)([O-])[O-].[K+].[K+].C(O)(=O)[CH2:58][C:59](CC(O)=O)([C:61]([OH:63])=[O:62])O, predict the reaction product. (3) Given the reactants [F:1][C:2]1[CH:7]=[CH:6][C:5]([CH:8]([C:30]2[CH:35]=[CH:34][C:33]([F:36])=[CH:32][CH:31]=2)[C@H:9]2[N:14]3[CH2:15][CH2:16][N:17]([C:19](=[O:22])[CH2:20][OH:21])[CH2:18][C@H:13]3[CH2:12][N:11](C(OC(C)(C)C)=O)[CH2:10]2)=[CH:4][CH:3]=1, predict the reaction product. The product is: [F:36][C:33]1[CH:34]=[CH:35][C:30]([CH:8]([C:5]2[CH:4]=[CH:3][C:2]([F:1])=[CH:7][CH:6]=2)[C@H:9]2[N:14]3[CH2:15][CH2:16][N:17]([C:19](=[O:22])[CH2:20][OH:21])[CH2:18][C@H:13]3[CH2:12][NH:11][CH2:10]2)=[CH:31][CH:32]=1. (4) Given the reactants C([Mg]Cl)(C)C.[Cl:6][C:7]1[CH:12]=[CH:11][C:10](I)=[CH:9][N:8]=1.[Cl:14][C:15]1[CH:22]=[CH:21][CH:20]=[CH:19][C:16]=1[CH:17]=[O:18], predict the reaction product. The product is: [Cl:14][C:15]1[CH:22]=[CH:21][CH:20]=[CH:19][C:16]=1[CH:17]([C:10]1[CH:11]=[CH:12][C:7]([Cl:6])=[N:8][CH:9]=1)[OH:18]. (5) Given the reactants [NH2:1][C:2]1[N:7]([CH3:8])[C:6](=[O:9])[C:5]([CH3:11])([CH3:10])[C@:4]([C:13]2[CH:18]=[C:17]([NH2:19])[CH:16]=[CH:15][C:14]=2[F:20])([CH3:12])[N:3]=1.[F:21][C:22]([F:26])([F:25])[CH:23]=O.[B][B][B][B][B][B][B][B][B][B], predict the reaction product. The product is: [NH2:1][C:2]1[N:7]([CH3:8])[C:6](=[O:9])[C:5]([CH3:10])([CH3:11])[C@:4]([C:13]2[CH:18]=[C:17]([NH:19][CH2:23][C:22]([F:26])([F:25])[F:21])[CH:16]=[CH:15][C:14]=2[F:20])([CH3:12])[N:3]=1. (6) Given the reactants [Cl:1][C:2]1[CH:7]=[CH:6][C:5]([NH:8][C:9]([NH:11][CH2:12][CH2:13][N:14]([CH2:16][CH2:17][NH:18][C:19]2[CH:24]=[C:23]([N:25]3[CH2:29][CH2:28][CH2:27][CH2:26]3)[N:22]=[C:21]([N:30]3[CH2:34][CH2:33][CH2:32][CH2:31]3)[N:20]=2)[CH3:15])=[O:10])=[CH:4][C:3]=1[C:35]([F:38])([F:37])[F:36].[C:39]([OH:51])(=[O:50])[CH2:40][C:41]([CH2:46][C:47]([OH:49])=[O:48])([C:43]([OH:45])=[O:44])[OH:42].O, predict the reaction product. The product is: [C:39]([OH:51])(=[O:50])[CH2:40][C:41]([CH2:46][C:47]([OH:49])=[O:48])([C:43]([OH:45])=[O:44])[OH:42].[Cl:1][C:2]1[CH:7]=[CH:6][C:5]([NH:8][C:9]([NH:11][CH2:12][CH2:13][N:14]([CH2:16][CH2:17][NH:18][C:19]2[CH:24]=[C:23]([N:25]3[CH2:26][CH2:27][CH2:28][CH2:29]3)[N:22]=[C:21]([N:30]3[CH2:34][CH2:33][CH2:32][CH2:31]3)[N:20]=2)[CH3:15])=[O:10])=[CH:4][C:3]=1[C:35]([F:38])([F:36])[F:37]. (7) Given the reactants Br[CH:2]([CH2:13][CH2:14][CH2:15][CH2:16][CH2:17][CH2:18][CH2:19][CH2:20][CH2:21][CH3:22])[CH2:3][CH2:4][CH2:5][CH2:6][CH2:7][CH2:8][CH2:9][CH2:10][CH2:11][CH3:12].[C:23]([O-:26])(=[S:25])[CH3:24].[K+], predict the reaction product. The product is: [C:23]([O:26][CH:2]([CH2:13][CH2:14][CH2:15][CH2:16][CH2:17][CH2:18][CH2:19][CH2:20][CH2:21][CH3:22])[CH2:3][CH2:4][CH2:5][CH2:6][CH2:7][CH2:8][CH2:9][CH2:10][CH2:11][CH3:12])(=[S:25])[CH3:24]. (8) The product is: [O:35]=[S:2]1(=[O:1])[C:7]2[CH:8]=[CH:9][CH:10]=[CH:11][C:6]=2[NH:5][C:4]([C:12]2[C:13](=[O:34])[N:14]([NH:23][CH:24]3[CH2:29][CH2:28][CH2:27][CH:26]([C:30]([F:33])([F:31])[F:32])[CH2:25]3)[C:15]3[C:20]([C:21]=2[OH:22])=[CH:19][CH:18]=[CH:17][CH:16]=3)=[N:3]1. Given the reactants [O:1]=[S:2]1(=[O:35])[C:7]2[CH:8]=[CH:9][CH:10]=[CH:11][C:6]=2[NH:5][C:4]([C:12]2[C:13](=[O:34])[N:14]([N:23]=[C:24]3[CH2:29][CH2:28][CH2:27][CH:26]([C:30]([F:33])([F:32])[F:31])[CH2:25]3)[C:15]3[C:20]([C:21]=2[OH:22])=[CH:19][CH:18]=[CH:17][CH:16]=3)=[N:3]1.CO.[BH4-].[Li+].Cl, predict the reaction product.